Dataset: Full USPTO retrosynthesis dataset with 1.9M reactions from patents (1976-2016). Task: Predict the reactants needed to synthesize the given product. (1) Given the product [CH3:40][O:22][C:5]1[CH:4]=[C:3]([O:2][CH2:1][C:25]2[N:26]=[C:27]([C:30]3[CH:31]=[CH:32][C:33]([C:36]([F:39])([F:37])[F:38])=[CH:34][CH:35]=3)[S:28][CH:29]=2)[C:8]2[CH:9]=[C:10]([C:12]3[N:13]=[C:14]4[CH:19]=[CH:18][C:17]([CH3:20])=[N:16][N:15]4[CH:21]=3)[O:11][C:7]=2[CH:6]=1, predict the reactants needed to synthesize it. The reactants are: [CH3:1][O:2][C:3]1[C:8]2[CH:9]=[C:10]([C:12]3[N:13]=[C:14]4[CH:19]=[CH:18][C:17]([CH3:20])=[N:16][N:15]4[CH:21]=3)[O:11][C:7]=2[CH:6]=[C:5]([OH:22])[CH:4]=1.BrC[C:25]1[N:26]=[C:27]([C:30]2[CH:35]=[CH:34][C:33]([C:36]([F:39])([F:38])[F:37])=[CH:32][CH:31]=2)[S:28][CH:29]=1.[C:40]([O-])([O-])=O.[K+].[K+]. (2) Given the product [C:23]([CH:7]1[C:8]2[C:3](=[C:2]([CH3:1])[CH:11]=[CH:10][CH:9]=2)[CH2:4][CH2:5][C:6]1([NH2:15])[C:12]([OH:14])=[O:13])([O:24][CH2:25][CH:26]1[C:27]2[C:32](=[CH:31][CH:30]=[CH:29][CH:28]=2)[C:33]2[C:38]1=[CH:37][CH:36]=[CH:35][CH:34]=2)=[O:39], predict the reactants needed to synthesize it. The reactants are: [CH3:1][C:2]1[CH:11]=[CH:10][CH:9]=[C:8]2[C:3]=1[CH2:4][CH2:5][C:6]([NH2:15])([C:12]([OH:14])=[O:13])[CH2:7]2.C(N(CC)CC)C.[C:23](=O)([O:39]N1C(=O)CCC1=O)[O:24][CH2:25][CH:26]1[C:38]2[CH:37]=[CH:36][CH:35]=[CH:34][C:33]=2[C:32]2[C:27]1=[CH:28][CH:29]=[CH:30][CH:31]=2. (3) Given the product [CH2:1]([S:3]([C:5]1[CH:12]=[C:11]([N:13]2[CH2:14][CH2:15][O:16][CH2:17][CH2:18]2)[CH:10]=[C:9]([CH3:19])[C:6]=1[C:7]([NH2:8])=[O:20])=[O:4])[CH3:2], predict the reactants needed to synthesize it. The reactants are: [CH2:1]([S:3]([C:5]1[CH:12]=[C:11]([N:13]2[CH2:18][CH2:17][O:16][CH2:15][CH2:14]2)[CH:10]=[C:9]([CH3:19])[C:6]=1[C:7]#[N:8])=[O:4])[CH3:2].[OH-:20].[Na+]. (4) Given the product [Cl:1][C:2]1[C:3]([CH2:12][CH3:13])=[N:4][CH:5]=[C:6]([CH:10]=1)[C:7]([OH:9])=[O:8], predict the reactants needed to synthesize it. The reactants are: [Cl:1][C:2]1[C:3](Cl)=[N:4][CH:5]=[C:6]([CH:10]=1)[C:7]([OH:9])=[O:8].[CH2:12]([Mg]Cl)[CH3:13].Cl. (5) Given the product [CH3:17][C:18]1([CH3:34])[C:22]([CH3:24])([CH3:23])[O:21][B:20]([C:2]2[CH:7]=[CH:6][C:5]([C:8]3[N:9]=[C:10]([NH:13][C:14](=[O:16])[CH3:15])[S:11][CH:12]=3)=[CH:4][CH:3]=2)[O:19]1, predict the reactants needed to synthesize it. The reactants are: Br[C:2]1[CH:7]=[CH:6][C:5]([C:8]2[N:9]=[C:10]([NH:13][C:14](=[O:16])[CH3:15])[S:11][CH:12]=2)=[CH:4][CH:3]=1.[CH3:17][C:18]1([CH3:34])[C:22]([CH3:24])([CH3:23])[O:21][B:20]([B:20]2[O:21][C:22]([CH3:24])([CH3:23])[C:18]([CH3:34])([CH3:17])[O:19]2)[O:19]1.C([O-])(=O)C.[K+].ClCCl. (6) Given the product [NH2:15][C:11]1[CH:10]=[C:9]2[C:14](=[CH:13][CH:12]=1)[N:5]([CH2:4][CH:1]1[CH2:2][CH2:3]1)[C:6](=[O:21])[N:7]([CH2:19][CH3:20])[C:8]2=[O:18], predict the reactants needed to synthesize it. The reactants are: [CH:1]1([CH2:4][N:5]2[C:14]3[C:9](=[CH:10][C:11]([N+:15]([O-])=O)=[CH:12][CH:13]=3)[C:8](=[O:18])[N:7]([CH2:19][CH3:20])[C:6]2=[O:21])[CH2:3][CH2:2]1.[H][H].